From a dataset of Full USPTO retrosynthesis dataset with 1.9M reactions from patents (1976-2016). Predict the reactants needed to synthesize the given product. (1) Given the product [Cl:8][C:4]1[CH:5]=[CH:6][CH:7]=[C:2]([Cl:1])[C:3]=1[CH2:9][O:10][C:11]1[CH:16]=[CH:15][C:14]2[C:17]3([CH2:23][O:24][C:13]=2[CH:12]=1)[CH2:18][CH2:19][N:20]([CH:27]([CH3:29])[CH2:26][C:25]([O:31][C:32]([CH3:35])([CH3:34])[CH3:33])=[O:30])[CH2:21][CH2:22]3, predict the reactants needed to synthesize it. The reactants are: [Cl:1][C:2]1[CH:7]=[CH:6][CH:5]=[C:4]([Cl:8])[C:3]=1[CH2:9][O:10][C:11]1[CH:16]=[CH:15][C:14]2[C:17]3([CH2:23][O:24][C:13]=2[CH:12]=1)[CH2:22][CH2:21][NH:20][CH2:19][CH2:18]3.[C:25]([O:31][C:32]([CH3:35])([CH3:34])[CH3:33])(=[O:30])[CH2:26][C:27]([CH3:29])=O.C(O[BH-](OC(=O)C)OC(=O)C)(=O)C.[Na+].C(O)(=O)C. (2) Given the product [CH3:1][CH:2]1[CH2:4][CH:3]1[CH2:5][O:6][C:14]1[CH:15]=[CH:16][CH:17]=[C:10]([N+:7]([O-:9])=[O:8])[C:11]=1[C:12]#[N:13], predict the reactants needed to synthesize it. The reactants are: [CH3:1][CH:2]1[CH2:4][CH:3]1[CH2:5][OH:6].[N+:7]([C:10]1[CH:17]=[CH:16][CH:15]=[C:14]([N+]([O-])=O)[C:11]=1[C:12]#[N:13])([O-:9])=[O:8]. (3) Given the product [C:36]([C@@H:38]1[CH2:43][CH2:42][C@H:41]([N:44]2[C:48]3[CH:49]=[C:50]([CH2:53][N:54]4[CH2:59][CH2:58][CH2:57][CH2:56][CH2:55]4)[CH:51]=[CH:52][C:47]=3[N:46]=[C:45]2[NH:60][C:61](=[O:69])[C:62]2[CH:63]=[CH:64][CH:65]=[CH:66][CH:67]=2)[CH2:40][CH2:39]1)(=[O:37])[NH2:35], predict the reactants needed to synthesize it. The reactants are: NC1N([C@@H]2CC[C@H](C(OC)=O)CC2)C2C=C(CO[Si](C(C)C)(C(C)C)C(C)C)C=CC=2N=1.C([NH:35][C:36]([C@@H:38]1[CH2:43][CH2:42][C@H:41]([N:44]2[C:48]3[CH:49]=[C:50]([CH2:53][N:54]4[CH2:59][CH2:58][CH2:57][CH2:56][CH2:55]4)[CH:51]=[CH:52][C:47]=3[NH:46]/[C:45]/2=[N:60]\[C:61](=[O:69])[C:62]2[CH:67]=[CH:66][C:65](F)=[CH:64][CH:63]=2)[CH2:40][CH2:39]1)=[O:37])C. (4) Given the product [C:1]([O:5][C:6](=[O:19])[N:7]([CH2:8][CH2:9][C:10]1[CH:15]=[CH:14][C:13]([F:16])=[C:12]([O:17][CH3:18])[CH:11]=1)[CH3:22])([CH3:3])([CH3:4])[CH3:2], predict the reactants needed to synthesize it. The reactants are: [C:1]([O:5][C:6](=[O:19])[NH:7][CH2:8][CH2:9][C:10]1[CH:15]=[CH:14][C:13]([F:16])=[C:12]([O:17][CH3:18])[CH:11]=1)([CH3:4])([CH3:3])[CH3:2].[H-].[Na+].[CH3:22]I.O.